From a dataset of Forward reaction prediction with 1.9M reactions from USPTO patents (1976-2016). Predict the product of the given reaction. (1) Given the reactants [O:1]1[CH2:6][CH:5]=[C:4]([C:7]2[N:12]=[CH:11][C:10]([C:13]3[CH:18]=[CH:17][C:16]([S:19]([NH:22][C:23]4[C:32]([F:33])=[CH:31][C:26]([C:27]([O:29][CH3:30])=[O:28])=[C:25]([F:34])[CH:24]=4)(=[O:21])=[O:20])=[CH:15][CH:14]=3)=[CH:9][N:8]=2)[CH2:3][CH2:2]1, predict the reaction product. The product is: [F:34][C:25]1[CH:24]=[C:23]([NH:22][S:19]([C:16]2[CH:17]=[CH:18][C:13]([C:10]3[CH:9]=[N:8][C:7]([CH:4]4[CH2:5][CH2:6][O:1][CH2:2][CH2:3]4)=[N:12][CH:11]=3)=[CH:14][CH:15]=2)(=[O:20])=[O:21])[C:32]([F:33])=[CH:31][C:26]=1[C:27]([O:29][CH3:30])=[O:28]. (2) The product is: [CH3:25][O:26][CH2:27][CH2:28][O:29][C:2]1[CH:7]=[CH:6][CH:5]=[C:4]([C:8]([F:11])([F:10])[F:9])[C:3]=1[C:12]1[CH:21]=[C:20]2[C:15]([C:16]([NH:23][CH3:24])=[N:17][C:18]([NH2:22])=[N:19]2)=[CH:14][CH:13]=1. Given the reactants F[C:2]1[CH:7]=[CH:6][CH:5]=[C:4]([C:8]([F:11])([F:10])[F:9])[C:3]=1[C:12]1[CH:21]=[C:20]2[C:15]([C:16]([NH:23][CH3:24])=[N:17][C:18]([NH2:22])=[N:19]2)=[CH:14][CH:13]=1.[CH3:25][O:26][CH2:27][CH2:28][OH:29], predict the reaction product. (3) Given the reactants [Br:1][C:2]1[CH:3]=[C:4]2[C:9](=[CH:10][CH:11]=1)[S:8][CH:7]([C:12]1[CH:17]=[CH:16][CH:15]=[CH:14][CH:13]=1)[CH2:6][C:5]2=O.[C-]#[N:20].[K+].[CH:22]([NH2:24])=[O:23].CCO[C:28](C)=[O:29], predict the reaction product. The product is: [Br:1][C:2]1[CH:3]=[C:4]2[C:9](=[CH:10][CH:11]=1)[S:8][CH:7]([C:12]1[CH:17]=[CH:16][CH:15]=[CH:14][CH:13]=1)[CH2:6][C:5]12[C:22](=[O:23])[NH:24][C:28](=[O:29])[NH:20]1. (4) Given the reactants C([O:3][CH:4](OCC)[C:5]1[CH:10]=[CH:9][C:8]([CH:11]2[NH:23][C:21]3[C:22]4[C:13](=[N:14][NH:15][C:16](=[O:24])[C:17]=4[CH:18]=[CH:19][CH:20]=3)[CH:12]2[C:25]2[CH:35]=[CH:34][C:28]([C:29]([N:31]([CH3:33])[CH3:32])=[O:30])=[CH:27][CH:26]=2)=[CH:7][CH:6]=1)C.FC(F)(F)C(O)=O, predict the reaction product. The product is: [CH:4]([C:5]1[CH:6]=[CH:7][C:8]([CH:11]2[NH:23][C:21]3[C:22]4[C:13](=[N:14][NH:15][C:16](=[O:24])[C:17]=4[CH:18]=[CH:19][CH:20]=3)[CH:12]2[C:25]2[CH:26]=[CH:27][C:28]([C:29]([N:31]([CH3:33])[CH3:32])=[O:30])=[CH:34][CH:35]=2)=[CH:9][CH:10]=1)=[O:3]. (5) Given the reactants [CH2:1]([N:5]1[C:13]2[C:8](=[C:9]([O:14][CH3:15])[CH:10]=[CH:11][CH:12]=2)[C:7]([C:16]([OH:18])=O)=[CH:6]1)[CH2:2][CH2:3][CH3:4].Cl.[F:20][C:21]([F:40])([F:39])[C:22]([NH:24][CH2:25][C:26]1[CH:31]=[CH:30][C:29]([F:32])=[C:28]([CH:33]2[CH2:38][CH2:37][NH:36][CH2:35][CH2:34]2)[CH:27]=1)=[O:23], predict the reaction product. The product is: [CH2:1]([N:5]1[C:13]2[C:8](=[C:9]([O:14][CH3:15])[CH:10]=[CH:11][CH:12]=2)[C:7]([C:16]([N:36]2[CH2:37][CH2:38][CH:33]([C:28]3[CH:27]=[C:26]([CH:31]=[CH:30][C:29]=3[F:32])[CH2:25][NH:24][C:22](=[O:23])[C:21]([F:40])([F:39])[F:20])[CH2:34][CH2:35]2)=[O:18])=[CH:6]1)[CH2:2][CH2:3][CH3:4]. (6) Given the reactants [C:1]([CH:3]([C:10]1[CH:15]=[CH:14][CH:13]=[CH:12][CH:11]=1)[C:4]([CH3:9])([CH3:8])[C:5]([OH:7])=O)#N.[CH3:16][OH:17].[OH:18]S(O)(=O)=O, predict the reaction product. The product is: [CH3:16][O:17][C:1]([CH:3]1[C:10]2[C:15](=[CH:14][CH:13]=[CH:12][CH:11]=2)[C:5](=[O:7])[C:4]1([CH3:9])[CH3:8])=[O:18]. (7) The product is: [Cl:22][C:17]1[CH:16]=[C:15]([C@H:14]2[C@H:10]([NH:7][CH2:8][CH3:9])[CH2:11][N:12]([C:23]([N:25]3[CH2:26][CH2:27][N:28]([S:31]([CH3:34])(=[O:32])=[O:33])[CH2:29][CH2:30]3)=[O:24])[CH2:13]2)[CH:20]=[CH:19][C:18]=1[Cl:21]. Given the reactants C(OC(=O)[N:7]([C@H:10]1[C@H:14]([C:15]2[CH:20]=[CH:19][C:18]([Cl:21])=[C:17]([Cl:22])[CH:16]=2)[CH2:13][N:12]([C:23]([N:25]2[CH2:30][CH2:29][N:28]([S:31]([CH3:34])(=[O:33])=[O:32])[CH2:27][CH2:26]2)=[O:24])[CH2:11]1)[CH2:8][CH3:9])(C)(C)C.C(O)(C(F)(F)F)=O, predict the reaction product. (8) Given the reactants Cl[C:2]1[C:3]2[C:10]([C:11]3[CH:16]=[CH:15][C:14]([O:17][CH3:18])=[CH:13][CH:12]=3)=[CH:9][O:8][C:4]=2[N:5]=[CH:6][N:7]=1.[OH:19][CH2:20][C@H:21]([CH3:32])[O:22][CH2:23][CH2:24][C:25]([O:27][C:28]([CH3:31])([CH3:30])[CH3:29])=[O:26], predict the reaction product. The product is: [CH3:18][O:17][C:14]1[CH:15]=[CH:16][C:11]([C:10]2[C:3]3[C:2]([O:19][CH2:20][C@H:21]([CH3:32])[O:22][CH2:23][CH2:24][C:25]([O:27][C:28]([CH3:31])([CH3:30])[CH3:29])=[O:26])=[N:7][CH:6]=[N:5][C:4]=3[O:8][CH:9]=2)=[CH:12][CH:13]=1.